From a dataset of Full USPTO retrosynthesis dataset with 1.9M reactions from patents (1976-2016). Predict the reactants needed to synthesize the given product. (1) Given the product [N:1]([C:2]1[CH:3]=[N:4][S:5][C:6]=1[N:7]1[CH2:12][CH2:11][CH2:10][C@H:9]([NH:13][C:14](=[O:20])[O:15][C:16]([CH3:17])([CH3:19])[CH3:18])[CH2:8]1)=[N+:30]=[N-:31], predict the reactants needed to synthesize it. The reactants are: [NH2:1][C:2]1[CH:3]=[N:4][S:5][C:6]=1[N:7]1[CH2:12][CH2:11][CH2:10][C@H:9]([NH:13][C:14](=[O:20])[O:15][C:16]([CH3:19])([CH3:18])[CH3:17])[CH2:8]1.OS(O)(=O)=O.N([O-])=O.[Na+].[N-:30]=[N+:31]=[N-].[Na+].N#N.C([O-])([O-])=O.[Na+].[Na+]. (2) Given the product [Br:39][C:33]1[CH:34]=[N:35][N:36]([CH3:37])[C:32]=1[C:28]1[CH:29]=[C:30]2[C:25](=[CH:26][CH:27]=1)[C:24](=[O:38])[N:23]([C@@H:10]([CH2:9][C:4]1[CH:5]=[C:6]([F:8])[CH:7]=[C:2]([F:1])[CH:3]=1)[CH2:11][N:12]1[C:20](=[O:21])[C:19]3[C:14](=[CH:15][CH:16]=[CH:17][CH:18]=3)[C:13]1=[O:22])[CH2:31]2, predict the reactants needed to synthesize it. The reactants are: [F:1][C:2]1[CH:3]=[C:4]([CH2:9][C@H:10]([N:23]2[CH2:31][C:30]3[C:25](=[CH:26][CH:27]=[C:28]([C:32]4[N:36]([CH3:37])[N:35]=[CH:34][CH:33]=4)[CH:29]=3)[C:24]2=[O:38])[CH2:11][N:12]2[C:20](=[O:21])[C:19]3[C:14](=[CH:15][CH:16]=[CH:17][CH:18]=3)[C:13]2=[O:22])[CH:5]=[C:6]([F:8])[CH:7]=1.[Br:39]N1C(=O)CCC1=O. (3) Given the product [N+:21]([C:19]1[CH:18]=[CH:17][C:16]2[C:12]([N:3]3[C:4](=[O:11])[C:5]4[C:10](=[CH:9][CH:8]=[CH:7][CH:6]=4)[C:2]3=[O:1])=[N:13][O:14][C:15]=2[CH:20]=1)#[C-:22], predict the reactants needed to synthesize it. The reactants are: [O:1]=[C:2]1[C:10]2[C:5](=[CH:6][CH:7]=[CH:8][CH:9]=2)[C:4](=[O:11])[N:3]1[C:12]1[C:16]2[CH:17]=[CH:18][C:19]([NH:21][CH:22]=O)=[CH:20][C:15]=2[O:14][N:13]=1.ClC(Cl)(OC(=O)OC(Cl)(Cl)Cl)Cl.CCN(CC)CC. (4) Given the product [Br:3][C:4]1[CH:5]=[C:6]2[C:12]([C:13]([O:15][CH3:16])=[O:14])=[N:11][N:10]([S:23]([C:20]3[CH:21]=[CH:22][C:17]([CH3:27])=[CH:18][CH:19]=3)(=[O:25])=[O:24])[C:7]2=[N:8][CH:9]=1, predict the reactants needed to synthesize it. The reactants are: [H-].[Na+].[Br:3][C:4]1[CH:5]=[C:6]2[C:12]([C:13]([O:15][CH3:16])=[O:14])=[N:11][NH:10][C:7]2=[N:8][CH:9]=1.[C:17]1([CH3:27])[CH:22]=[CH:21][C:20]([S:23](Cl)(=[O:25])=[O:24])=[CH:19][CH:18]=1.O. (5) Given the product [NH2:31][C:26]([C:20]1[CH:21]=[C:22]([I:25])[CH:23]=[C:24]2[C:19]=1[N:18]=[CH:17][N:16]=[C:15]2[NH:14][C@H:10]1[CH2:11][CH2:12][CH2:13][N:8]([C:6]([O:5][C:1]([CH3:4])([CH3:3])[CH3:2])=[O:7])[CH2:9]1)=[O:28], predict the reactants needed to synthesize it. The reactants are: [C:1]([O:5][C:6]([N:8]1[CH2:13][CH2:12][CH2:11][C@H:10]([NH:14][C:15]2[C:24]3[C:19](=[C:20]([C:26]([O:28]C)=O)[CH:21]=[C:22]([I:25])[CH:23]=3)[N:18]=[CH:17][N:16]=2)[CH2:9]1)=[O:7])([CH3:4])([CH3:3])[CH3:2].[OH-].[NH4+:31].